This data is from Forward reaction prediction with 1.9M reactions from USPTO patents (1976-2016). The task is: Predict the product of the given reaction. (1) Given the reactants BrCCBr.[F:5][C:6]([F:16])([F:15])[C:7]1[CH:14]=[CH:13][C:10]([CH2:11]Br)=[CH:9][CH:8]=1.[Cl:17][C:18]1[CH:19]=[N:20][CH:21]=[CH:22][C:23]=1[CH:24]=[O:25], predict the reaction product. The product is: [Cl:17][C:18]1[CH:19]=[N:20][CH:21]=[CH:22][C:23]=1[CH:24]([OH:25])[CH2:11][C:10]1[CH:13]=[CH:14][C:7]([C:6]([F:16])([F:15])[F:5])=[CH:8][CH:9]=1. (2) Given the reactants [Cl:1][C:2]1[CH:3]=[C:4]([CH:12]=[CH:13][C:14]=1[Cl:15])[O:5][CH:6]1[CH2:11][CH2:10][NH:9][CH2:8][CH2:7]1.[CH:16]([CH:18]1[CH2:23][CH2:22][N:21]([C:24]([O:26][C:27]([CH3:30])([CH3:29])[CH3:28])=[O:25])[CH2:20][CH2:19]1)=O.C(O[BH-](OC(=O)C)OC(=O)C)(=O)C.[Na+].[OH-].[Na+], predict the reaction product. The product is: [Cl:1][C:2]1[CH:3]=[C:4]([CH:12]=[CH:13][C:14]=1[Cl:15])[O:5][CH:6]1[CH2:11][CH2:10][N:9]([CH2:16][CH:18]2[CH2:23][CH2:22][N:21]([C:24]([O:26][C:27]([CH3:28])([CH3:30])[CH3:29])=[O:25])[CH2:20][CH2:19]2)[CH2:8][CH2:7]1. (3) Given the reactants [Cl:1]C1C=C(C=C(Cl)C=1)CN1CCN(C(OC(C)(C)C)=O)CC1.[Cl:23][C:24]1[C:25]([C:57]([F:60])([F:59])[F:58])=[CH:26][C:27]([O:30][CH:31]2[CH2:36][CH2:35][N:34]([CH2:37][C:38]3[C:50]([CH:51]4[CH2:53][CH2:52]4)=[CH:49][C:41]([C:42]([O:44]C(C)(C)C)=[O:43])=[C:40]([F:54])[CH:39]=3)[CH2:33][C:32]2([CH3:56])[CH3:55])=[N:28][CH:29]=1, predict the reaction product. The product is: [ClH:1].[Cl:23][C:24]1[C:25]([C:57]([F:60])([F:59])[F:58])=[CH:26][C:27]([O:30][CH:31]2[CH2:36][CH2:35][N:34]([CH2:37][C:38]3[C:50]([CH:51]4[CH2:52][CH2:53]4)=[CH:49][C:41]([C:42]([OH:44])=[O:43])=[C:40]([F:54])[CH:39]=3)[CH2:33][C:32]2([CH3:56])[CH3:55])=[N:28][CH:29]=1.